This data is from NCI-60 drug combinations with 297,098 pairs across 59 cell lines. The task is: Regression. Given two drug SMILES strings and cell line genomic features, predict the synergy score measuring deviation from expected non-interaction effect. (1) Drug 1: CC(CN1CC(=O)NC(=O)C1)N2CC(=O)NC(=O)C2. Drug 2: COCCOC1=C(C=C2C(=C1)C(=NC=N2)NC3=CC=CC(=C3)C#C)OCCOC.Cl. Cell line: HS 578T. Synergy scores: CSS=7.74, Synergy_ZIP=-4.02, Synergy_Bliss=-2.15, Synergy_Loewe=-3.44, Synergy_HSA=-3.01. (2) Drug 1: CC1=C(C(CCC1)(C)C)C=CC(=CC=CC(=CC(=O)O)C)C. Drug 2: B(C(CC(C)C)NC(=O)C(CC1=CC=CC=C1)NC(=O)C2=NC=CN=C2)(O)O. Cell line: HOP-92. Synergy scores: CSS=24.8, Synergy_ZIP=-0.0348, Synergy_Bliss=1.93, Synergy_Loewe=-31.3, Synergy_HSA=0.994. (3) Drug 1: C1CC(=O)NC(=O)C1N2CC3=C(C2=O)C=CC=C3N. Drug 2: C1=NC2=C(N=C(N=C2N1C3C(C(C(O3)CO)O)O)F)N. Cell line: CAKI-1. Synergy scores: CSS=3.69, Synergy_ZIP=-6.96, Synergy_Bliss=-8.17, Synergy_Loewe=-9.95, Synergy_HSA=-9.39. (4) Drug 1: CCC(=C(C1=CC=CC=C1)C2=CC=C(C=C2)OCCN(C)C)C3=CC=CC=C3.C(C(=O)O)C(CC(=O)O)(C(=O)O)O. Drug 2: C1CCC(C(C1)N)N.C(=O)(C(=O)[O-])[O-].[Pt+4]. Cell line: OVCAR3. Synergy scores: CSS=27.1, Synergy_ZIP=2.59, Synergy_Bliss=8.56, Synergy_Loewe=-9.22, Synergy_HSA=6.82. (5) Drug 1: CN(C)C1=NC(=NC(=N1)N(C)C)N(C)C. Drug 2: C1=CC(=CC=C1C#N)C(C2=CC=C(C=C2)C#N)N3C=NC=N3. Cell line: COLO 205. Synergy scores: CSS=-7.78, Synergy_ZIP=4.10, Synergy_Bliss=0.567, Synergy_Loewe=-3.90, Synergy_HSA=-6.38.